The task is: Regression. Given two drug SMILES strings and cell line genomic features, predict the synergy score measuring deviation from expected non-interaction effect.. This data is from NCI-60 drug combinations with 297,098 pairs across 59 cell lines. (1) Drug 1: CC1=C(C=C(C=C1)NC2=NC=CC(=N2)N(C)C3=CC4=NN(C(=C4C=C3)C)C)S(=O)(=O)N.Cl. Drug 2: CCCS(=O)(=O)NC1=C(C(=C(C=C1)F)C(=O)C2=CNC3=C2C=C(C=N3)C4=CC=C(C=C4)Cl)F. Cell line: U251. Synergy scores: CSS=28.5, Synergy_ZIP=5.34, Synergy_Bliss=7.46, Synergy_Loewe=7.47, Synergy_HSA=7.58. (2) Drug 1: CC12CCC3C(C1CCC2O)C(CC4=C3C=CC(=C4)O)CCCCCCCCCS(=O)CCCC(C(F)(F)F)(F)F. Drug 2: CN(C(=O)NC(C=O)C(C(C(CO)O)O)O)N=O. Cell line: MDA-MB-231. Synergy scores: CSS=5.07, Synergy_ZIP=-1.34, Synergy_Bliss=1.12, Synergy_Loewe=1.76, Synergy_HSA=1.44. (3) Drug 1: C1=CC(=CC=C1CC(C(=O)O)N)N(CCCl)CCCl.Cl. Drug 2: CC(C)NC(=O)C1=CC=C(C=C1)CNNC.Cl. Cell line: NCIH23. Synergy scores: CSS=16.4, Synergy_ZIP=-4.67, Synergy_Bliss=-2.00, Synergy_Loewe=-6.27, Synergy_HSA=-3.31. (4) Drug 1: CCC1=CC2CC(C3=C(CN(C2)C1)C4=CC=CC=C4N3)(C5=C(C=C6C(=C5)C78CCN9C7C(C=CC9)(C(C(C8N6C)(C(=O)OC)O)OC(=O)C)CC)OC)C(=O)OC.C(C(C(=O)O)O)(C(=O)O)O. Drug 2: CC1C(C(CC(O1)OC2CC(CC3=C2C(=C4C(=C3O)C(=O)C5=C(C4=O)C(=CC=C5)OC)O)(C(=O)C)O)N)O.Cl. Cell line: NCI-H522. Synergy scores: CSS=54.4, Synergy_ZIP=-5.07, Synergy_Bliss=-1.37, Synergy_Loewe=-0.835, Synergy_HSA=1.25. (5) Drug 1: CC=C1C(=O)NC(C(=O)OC2CC(=O)NC(C(=O)NC(CSSCCC=C2)C(=O)N1)C(C)C)C(C)C. Drug 2: CS(=O)(=O)CCNCC1=CC=C(O1)C2=CC3=C(C=C2)N=CN=C3NC4=CC(=C(C=C4)OCC5=CC(=CC=C5)F)Cl. Cell line: EKVX. Synergy scores: CSS=30.8, Synergy_ZIP=0.226, Synergy_Bliss=3.04, Synergy_Loewe=4.90, Synergy_HSA=5.63.